The task is: Predict the reactants needed to synthesize the given product.. This data is from Full USPTO retrosynthesis dataset with 1.9M reactions from patents (1976-2016). (1) Given the product [CH:1]1([CH2:7][CH2:8][CH2:9][C:10]2[CH:11]=[C:12]([CH:17]=[CH:18][CH:19]=2)[C:13]([O:15][CH3:16])=[O:14])[CH2:6][CH2:5][CH2:4][CH2:3][CH2:2]1, predict the reactants needed to synthesize it. The reactants are: [CH:1]1([CH2:7][CH:8]=[CH:9][C:10]2[CH:11]=[C:12]([CH:17]=[CH:18][CH:19]=2)[C:13]([O:15][CH3:16])=[O:14])[CH2:6][CH2:5][CH2:4][CH2:3][CH2:2]1. (2) Given the product [C:26]1([N:23]2[CH2:24][CH2:25][N:20]([C:16]3[N:15]=[C:14]([C:12]4[S:4][C:3]5[CH:5]=[CH:6][CH:7]=[CH:8][C:2]=5[C:1](=[O:10])[N:13]=4)[CH:19]=[CH:18][CH:17]=3)[CH2:21][CH2:22]2)[CH:27]=[CH:28][CH:29]=[CH:30][CH:31]=1, predict the reactants needed to synthesize it. The reactants are: [C:1]([O:10]C)(=O)[C:2]1[C:3](=[CH:5][CH:6]=[CH:7][CH:8]=1)[SH:4].[C:12]([C:14]1[CH:19]=[CH:18][CH:17]=[C:16]([N:20]2[CH2:25][CH2:24][N:23]([C:26]3[CH:31]=[CH:30][CH:29]=[CH:28][CH:27]=3)[CH2:22][CH2:21]2)[N:15]=1)#[N:13].C(N(CC)CC)C. (3) The reactants are: [Cl:1][C:2]1[C:7]2[C:8](=[O:11])[NH:9][CH2:10][C:6]=2[C:5]([F:12])=[C:4]([N:13]2[C@@H:17]3[CH2:18][CH2:19][CH2:20][CH2:21][C@@H:16]3[N:15]([C:22]([O:24][C:25]([CH3:28])([CH3:27])[CH3:26])=[O:23])[CH2:14]2)[N:3]=1.[CH3:29][C:30]([O:33][C:34](O[C:34]([O:33][C:30]([CH3:32])([CH3:31])[CH3:29])=[O:35])=[O:35])([CH3:32])[CH3:31].O. Given the product [C:30]([O:33][C:34]([N:9]1[CH2:10][C:6]2[C:5]([F:12])=[C:4]([N:13]3[C@@H:17]4[CH2:18][CH2:19][CH2:20][CH2:21][C@@H:16]4[N:15]([C:22]([O:24][C:25]([CH3:28])([CH3:27])[CH3:26])=[O:23])[CH2:14]3)[N:3]=[C:2]([Cl:1])[C:7]=2[C:8]1=[O:11])=[O:35])([CH3:32])([CH3:31])[CH3:29], predict the reactants needed to synthesize it. (4) Given the product [Cl:25][C:26]1[CH:33]=[CH:32][C:29]([CH:30]([OH:31])[C:14]2[C:13]([C:20]([O:22][CH2:23][CH3:24])=[O:21])=[N:12][N:11]([C:6]3[C:7]([O:9][CH3:10])=[N:8][C:3]([O:2][CH3:1])=[N:4][CH:5]=3)[C:15]=2[CH:16]([CH3:18])[CH3:17])=[C:28]([F:34])[CH:27]=1, predict the reactants needed to synthesize it. The reactants are: [CH3:1][O:2][C:3]1[N:8]=[C:7]([O:9][CH3:10])[C:6]([N:11]2[C:15]([CH:16]([CH3:18])[CH3:17])=[C:14](I)[C:13]([C:20]([O:22][CH2:23][CH3:24])=[O:21])=[N:12]2)=[CH:5][N:4]=1.[Cl:25][C:26]1[CH:33]=[CH:32][C:29]([CH:30]=[O:31])=[C:28]([F:34])[CH:27]=1.